Dataset: Merck oncology drug combination screen with 23,052 pairs across 39 cell lines. Task: Regression. Given two drug SMILES strings and cell line genomic features, predict the synergy score measuring deviation from expected non-interaction effect. (1) Drug 1: N.N.O=C(O)C1(C(=O)O)CCC1.[Pt]. Drug 2: Cn1cc(-c2cnn3c(N)c(Br)c(C4CCCNC4)nc23)cn1. Cell line: SKOV3. Synergy scores: synergy=9.47. (2) Drug 1: Cn1nnc2c(C(N)=O)ncn2c1=O. Drug 2: Cn1cc(-c2cnn3c(N)c(Br)c(C4CCCNC4)nc23)cn1. Cell line: UWB1289BRCA1. Synergy scores: synergy=-7.80. (3) Drug 1: CCC1=CC2CN(C1)Cc1c([nH]c3ccccc13)C(C(=O)OC)(c1cc3c(cc1OC)N(C)C1C(O)(C(=O)OC)C(OC(C)=O)C4(CC)C=CCN5CCC31C54)C2. Drug 2: CNC(=O)c1cc(Oc2ccc(NC(=O)Nc3ccc(Cl)c(C(F)(F)F)c3)cc2)ccn1. Cell line: A427. Synergy scores: synergy=9.67. (4) Drug 1: CN1C(=O)C=CC2(C)C3CCC4(C)C(NC(=O)OCC(F)(F)F)CCC4C3CCC12. Drug 2: NC1CCCCC1N.O=C(O)C(=O)O.[Pt+2]. Cell line: ZR751. Synergy scores: synergy=0.448. (5) Drug 1: CCC1(O)CC2CN(CCc3c([nH]c4ccccc34)C(C(=O)OC)(c3cc4c(cc3OC)N(C)C3C(O)(C(=O)OC)C(OC(C)=O)C5(CC)C=CCN6CCC43C65)C2)C1. Drug 2: CC1(c2nc3c(C(N)=O)cccc3[nH]2)CCCN1. Cell line: COLO320DM. Synergy scores: synergy=-3.83. (6) Drug 1: CCC1=CC2CN(C1)Cc1c([nH]c3ccccc13)C(C(=O)OC)(c1cc3c(cc1OC)N(C)C1C(O)(C(=O)OC)C(OC(C)=O)C4(CC)C=CCN5CCC31C54)C2. Drug 2: Cn1nnc2c(C(N)=O)ncn2c1=O. Cell line: NCIH23. Synergy scores: synergy=-9.86. (7) Drug 1: COC12C(COC(N)=O)C3=C(C(=O)C(C)=C(N)C3=O)N1CC1NC12. Drug 2: Cn1c(=O)n(-c2ccc(C(C)(C)C#N)cc2)c2c3cc(-c4cnc5ccccc5c4)ccc3ncc21. Cell line: KPL1. Synergy scores: synergy=30.0. (8) Drug 1: O=C(CCCCCCC(=O)Nc1ccccc1)NO. Drug 2: NC1(c2ccc(-c3nc4ccn5c(=O)[nH]nc5c4cc3-c3ccccc3)cc2)CCC1. Cell line: NCIH460. Synergy scores: synergy=5.02. (9) Drug 1: CCC1(O)CC2CN(CCc3c([nH]c4ccccc34)C(C(=O)OC)(c3cc4c(cc3OC)N(C)C3C(O)(C(=O)OC)C(OC(C)=O)C5(CC)C=CCN6CCC43C65)C2)C1. Drug 2: O=C(NOCC(O)CO)c1ccc(F)c(F)c1Nc1ccc(I)cc1F. Cell line: ZR751. Synergy scores: synergy=-19.3.